This data is from Catalyst prediction with 721,799 reactions and 888 catalyst types from USPTO. The task is: Predict which catalyst facilitates the given reaction. (1) Reactant: [CH3:1][NH:2][NH2:3].[C:4](O[C:4]([O:6][C:7]([CH3:10])([CH3:9])[CH3:8])=[O:5])([O:6][C:7]([CH3:10])([CH3:9])[CH3:8])=[O:5].O.C(OCC)(=O)C. Product: [CH3:1][N:2]([C:4]([O:6][C:7]([CH3:10])([CH3:9])[CH3:8])=[O:5])[NH2:3]. The catalyst class is: 7. (2) Reactant: Br[CH:2]([C:20]1[CH:25]=[CH:24][N:23]=[C:22]([S:26][CH3:27])[N:21]=1)[C:3]([C:5]1[C:6]([Cl:19])=[C:7]([NH:12][C:13](=[O:18])[C:14]([CH3:17])([CH3:16])[CH3:15])[CH:8]=[C:9]([F:11])[CH:10]=1)=O.[CH3:28][C:29]([CH3:34])([CH3:33])[C:30](=[S:32])[NH2:31]. Product: [C:29]([C:30]1[S:32][C:2]([C:20]2[CH:25]=[CH:24][N:23]=[C:22]([S:26][CH3:27])[N:21]=2)=[C:3]([C:5]2[C:6]([Cl:19])=[C:7]([NH:12][C:13](=[O:18])[C:14]([CH3:17])([CH3:16])[CH3:15])[CH:8]=[C:9]([F:11])[CH:10]=2)[N:31]=1)([CH3:34])([CH3:33])[CH3:28]. The catalyst class is: 287. (3) Reactant: Cl[C:2]1[C:11]([CH3:12])=[C:10]([Cl:13])[C:9]2[C:4](=[CH:5][C:6]([O:15][CH3:16])=[C:7]([Cl:14])[CH:8]=2)[N:3]=1.C([Sn](CCCC)(CCCC)[C:22]1[CH:27]=[CH:26][CH:25]=[CH:24][N:23]=1)CCC. Product: [Cl:13][C:10]1[C:9]2[C:4](=[CH:5][C:6]([O:15][CH3:16])=[C:7]([Cl:14])[CH:8]=2)[N:3]=[C:2]([C:22]2[CH:27]=[CH:26][CH:25]=[CH:24][N:23]=2)[C:11]=1[CH3:12]. The catalyst class is: 11. (4) Reactant: [O:1]=[C:2]1[C:6]2([CH2:11][CH2:10][NH:9][CH2:8][CH2:7]2)[N:5]([C:12]2[CH:17]=[CH:16][CH:15]=[CH:14][CH:13]=2)[CH2:4][N:3]1[CH2:18][C:19]1[CH:20]=[C:21]([CH:29]=[CH:30][CH:31]=1)[C:22]([O:24][C:25]([CH3:28])([CH3:27])[CH3:26])=[O:23].C(=O)([O-])[O-].[K+].[K+].Br[CH2:39][CH:40]1[O:45][C:44]2[CH:46]=[CH:47][CH:48]=[CH:49][C:43]=2[O:42][CH2:41]1. Product: [O:45]1[CH:40]([CH2:39][N:9]2[CH2:10][CH2:11][C:6]3([N:5]([C:12]4[CH:13]=[CH:14][CH:15]=[CH:16][CH:17]=4)[CH2:4][N:3]([CH2:18][C:19]4[CH:20]=[C:21]([CH:29]=[CH:30][CH:31]=4)[C:22]([O:24][C:25]([CH3:28])([CH3:26])[CH3:27])=[O:23])[C:2]3=[O:1])[CH2:7][CH2:8]2)[CH2:41][O:42][C:43]2[CH:49]=[CH:48][CH:47]=[CH:46][C:44]1=2. The catalyst class is: 9. (5) Reactant: [I:1][C:2]1[CH:3]=[C:4]2[C:8](=[CH:9][CH:10]=1)[NH:7][C:6](=[O:11])[C:5]2=O.[Br:13][C:14]1[CH:23]=[CH:22][C:17]([C:18]([NH:20][NH2:21])=[O:19])=[CH:16][CH:15]=1. Product: [Br:13][C:14]1[CH:23]=[CH:22][C:17]([C:18]([NH:20][N:21]=[C:5]2[C:4]3[C:8](=[CH:9][CH:10]=[C:2]([I:1])[CH:3]=3)[NH:7][C:6]2=[O:11])=[O:19])=[CH:16][CH:15]=1. The catalyst class is: 15. (6) Reactant: [CH:1]1([CH2:7][CH2:8][CH2:9][C@@H:10]([C:19]2[O:23][N:22]=[C:21]([C:24]([N:26]3[CH2:34][C:33]4[C:28](=[CH:29][CH:30]=[CH:31][CH:32]=4)[CH2:27]3)=[O:25])[N:20]=2)[CH2:11][C:12]([O:14]C(C)(C)C)=[O:13])[CH2:6][CH2:5][CH2:4][CH2:3][CH2:2]1.FC(F)(F)C(O)=O. Product: [CH:1]1([CH2:7][CH2:8][CH2:9][C@@H:10]([C:19]2[O:23][N:22]=[C:21]([C:24]([N:26]3[CH2:34][C:33]4[C:28](=[CH:29][CH:30]=[CH:31][CH:32]=4)[CH2:27]3)=[O:25])[N:20]=2)[CH2:11][C:12]([OH:14])=[O:13])[CH2:6][CH2:5][CH2:4][CH2:3][CH2:2]1. The catalyst class is: 4. (7) Reactant: [CH3:1][C:2]([C:6]1[S:10][C:9]([NH:11][C:12](=[O:29])[CH:13]([NH:17][C:18](=[O:28])[CH2:19][C:20]2[CH:25]=[C:24]([F:26])[CH:23]=[C:22]([F:27])[CH:21]=2)[CH2:14][CH2:15][CH3:16])=[N:8][N:7]=1)([CH3:5])[CH:3]=O.[NH:30]1[CH2:34][CH2:33][CH2:32][CH2:31]1.C(O)(=O)C.C(O[BH-](OC(=O)C)OC(=O)C)(=O)C.[Na+]. Product: [CH3:5][C:2]([C:6]1[S:10][C:9]([NH:11][C:12](=[O:29])[CH:13]([NH:17][C:18](=[O:28])[CH2:19][C:20]2[CH:25]=[C:24]([F:26])[CH:23]=[C:22]([F:27])[CH:21]=2)[CH2:14][CH2:15][CH3:16])=[N:8][N:7]=1)([CH3:1])[CH2:3][N:30]1[CH2:34][CH2:33][CH2:32][CH2:31]1. The catalyst class is: 2.